Task: Regression. Given a peptide amino acid sequence and an MHC pseudo amino acid sequence, predict their binding affinity value. This is MHC class I binding data.. Dataset: Peptide-MHC class I binding affinity with 185,985 pairs from IEDB/IMGT (1) The peptide sequence is PSEDEQQGH. The MHC is HLA-B44:02 with pseudo-sequence HLA-B44:02. The binding affinity (normalized) is 0.0847. (2) The binding affinity (normalized) is 0.372. The MHC is H-2-Kb with pseudo-sequence H-2-Kb. The peptide sequence is CAVINTVCAL. (3) The MHC is HLA-B40:01 with pseudo-sequence HLA-B40:01. The peptide sequence is WSQNPTMLY. The binding affinity (normalized) is 0.0847. (4) The peptide sequence is SSCSSCPLSKI. The MHC is HLA-B57:01 with pseudo-sequence HLA-B57:01. The binding affinity (normalized) is 0. (5) The peptide sequence is LVLFYRPI. The MHC is H-2-Kb with pseudo-sequence H-2-Kb. The binding affinity (normalized) is 0.538. (6) The peptide sequence is TEWPQLKVA. The MHC is HLA-A29:02 with pseudo-sequence HLA-A29:02. The binding affinity (normalized) is 0.0847. (7) The peptide sequence is TLVGLAIGLVLL. The MHC is H-2-Db with pseudo-sequence H-2-Db. The binding affinity (normalized) is 0.314. (8) The peptide sequence is NAMVTLRKE. The MHC is HLA-A02:02 with pseudo-sequence HLA-A02:02. The binding affinity (normalized) is 0.0151.